From a dataset of Full USPTO retrosynthesis dataset with 1.9M reactions from patents (1976-2016). Predict the reactants needed to synthesize the given product. (1) Given the product [C:55]([OH:58])(=[O:57])[CH3:56].[F:1][C:2]1[CH:7]=[CH:6][C:5]([C:8]2([CH:12]3[C:21]4[C:16](=[CH:17][CH:18]=[C:19]([O:22][CH2:23][CH2:24][NH:25][S:26]([CH2:29][CH2:30][CH3:31])(=[O:28])=[O:27])[CH:20]=4)[CH2:15][CH2:14][N:13]3[C:32](=[NH:33])[NH2:44])[CH2:11][CH2:10][CH2:9]2)=[CH:4][CH:3]=1, predict the reactants needed to synthesize it. The reactants are: [F:1][C:2]1[CH:7]=[CH:6][C:5]([C:8]2([CH:12]3[C:21]4[C:16](=[CH:17][CH:18]=[C:19]([O:22][CH2:23][CH2:24][NH:25][S:26]([CH2:29][CH2:30][CH3:31])(=[O:28])=[O:27])[CH:20]=4)[CH2:15][CH2:14][N:13]3/[C:32](/[NH:44]C(=O)OCC3C=CC=CC=3)=[N:33]/C(=O)OCC3C=CC=CC=3)[CH2:11][CH2:10][CH2:9]2)=[CH:4][CH:3]=1.[C:55]([OH:58])(=[O:57])[CH3:56].[H][H]. (2) Given the product [N+:1]([C:4]1[CH:9]=[CH:8][C:7]([C:10]2[O:14][C:13]([C:15]([Cl:20])=[O:17])=[CH:12][CH:11]=2)=[CH:6][CH:5]=1)([O-:3])=[O:2], predict the reactants needed to synthesize it. The reactants are: [N+:1]([C:4]1[CH:9]=[CH:8][C:7]([C:10]2[O:14][C:13]([C:15]([OH:17])=O)=[CH:12][CH:11]=2)=[CH:6][CH:5]=1)([O-:3])=[O:2].S(Cl)([Cl:20])=O. (3) Given the product [CH2:25]([O:14][C:12]1[CH:11]=[C:10]([C:15]([F:18])([F:17])[F:16])[N:9]=[C:8]([C:5]2[N:6]=[CH:7][C:2]([NH2:1])=[CH:3][CH:4]=2)[N:13]=1)[CH3:26], predict the reactants needed to synthesize it. The reactants are: [NH2:1][C:2]1[CH:3]=[CH:4][C:5]([C:8]2[N:13]=[C:12]([OH:14])[CH:11]=[C:10]([C:15]([F:18])([F:17])[F:16])[N:9]=2)=[N:6][CH:7]=1.C([O-])([O-])=O.[K+].[K+].[CH2:25](I)[CH3:26]. (4) Given the product [C:1]1([C:7]2[O:11][N:10]=[CH:9][C:8]=2[CH2:12][CH2:13][C:14]([NH2:19])=[O:16])[CH:6]=[CH:5][CH:4]=[CH:3][CH:2]=1, predict the reactants needed to synthesize it. The reactants are: [C:1]1([C:7]2[O:11][N:10]=[CH:9][C:8]=2[CH2:12][CH2:13][C:14]([OH:16])=O)[CH:6]=[CH:5][CH:4]=[CH:3][CH:2]=1.C([N:19](CC)CC)C.C(Cl)(=O)OCC.N. (5) The reactants are: [N+:1]([C:4]1[CH:5]=[C:6]([C:10]([NH:12][NH2:13])=[O:11])[CH:7]=[CH:8][CH:9]=1)([O-:3])=[O:2].[N-:14]=[C:15]=[S:16].[Cl:17][C:18]1[CH:19]=[CH:20][CH:21]=[CH:22][C:23]=1[CH3:24]. Given the product [Cl:17][C:18]1[CH:19]=[C:20]([NH:14][C:15]([NH:13][NH:12][C:10]([C:6]2[CH:7]=[CH:8][CH:9]=[C:4]([N+:1]([O-:3])=[O:2])[CH:5]=2)=[O:11])=[S:16])[CH:21]=[CH:22][C:23]=1[CH3:24], predict the reactants needed to synthesize it. (6) The reactants are: [H-].[Al+3].[Li+].[H-].[H-].[H-].[CH2:7]([O:14][C@H:15]([CH3:28])[C@H:16]([NH:20][C:21]([O:23][C:24]([CH3:27])([CH3:26])[CH3:25])=[O:22])[C:17](O)=[O:18])[C:8]1[CH:13]=[CH:12][CH:11]=[CH:10][CH:9]=1.[OH-].[Na+].[O-]S([O-])(=O)=O.[Mg+2]. Given the product [C:24]([O:23][C:21](=[O:22])[NH:20][C@@H:16]([C@H:15]([O:14][CH2:7][C:8]1[CH:9]=[CH:10][CH:11]=[CH:12][CH:13]=1)[CH3:28])[CH2:17][OH:18])([CH3:25])([CH3:26])[CH3:27], predict the reactants needed to synthesize it. (7) Given the product [O:18]1[CH2:22][CH2:21][CH:20]([CH2:23][NH:24][C:14]([C:12]2[S:13][C:9]([CH2:8][O:1][C:2]3[CH:3]=[CH:4][CH:5]=[CH:6][CH:7]=3)=[CH:10][N:11]=2)=[O:16])[CH2:19]1, predict the reactants needed to synthesize it. The reactants are: [O:1]([CH2:8][C:9]1[S:13][C:12]([C:14]([OH:16])=O)=[N:11][CH:10]=1)[C:2]1[CH:7]=[CH:6][CH:5]=[CH:4][CH:3]=1.Cl.[O:18]1[CH2:22][CH2:21][CH:20]([CH2:23][NH2:24])[CH2:19]1.C(N(CC)CC)C.ON1C2C=CC=CC=2N=N1.Cl.C(N=C=NCCCN(C)C)C. (8) The reactants are: [Cl:1][C:2]1[CH:3]=[C:4]([C:9]2([C:23]([F:26])([F:25])[F:24])[CH2:13][N:12]=[C:11]([C:14]3[CH:21]=[CH:20][C:17]([CH:18]=O)=[C:16]([Cl:22])[CH:15]=3)[CH2:10]2)[CH:5]=[C:6]([Cl:8])[CH:7]=1.Cl.C([NH:30][NH:31][C:32]([NH2:34])=[O:33])C.O.[CH2:36](O)[CH3:37]. Given the product [CH2:36]([N:31]([C:32]([NH2:34])=[O:33])[N:30]=[CH:18][C:17]1[CH:20]=[CH:21][C:14]([C:11]2[CH2:10][C:9]([C:4]3[CH:3]=[C:2]([Cl:1])[CH:7]=[C:6]([Cl:8])[CH:5]=3)([C:23]([F:24])([F:25])[F:26])[CH2:13][N:12]=2)=[CH:15][C:16]=1[Cl:22])[CH3:37], predict the reactants needed to synthesize it. (9) Given the product [ClH:1].[ClH:32].[Cl:1][C:2]1[CH:3]=[C:4](/[CH:8]=[CH:9]/[CH:10]2[CH2:15][CH2:14][N:13]([C:16](=[O:31])[CH2:17][N:18]3[CH2:23][CH2:22][NH:21][CH2:20][CH2:19]3)[CH2:12][CH2:11]2)[CH:5]=[CH:6][CH:7]=1, predict the reactants needed to synthesize it. The reactants are: [Cl:1][C:2]1[CH:3]=[C:4](/[CH:8]=[CH:9]/[CH:10]2[CH2:15][CH2:14][N:13]([C:16](=[O:31])[CH2:17][N:18]3[CH2:23][CH2:22][N:21](C(OC(C)(C)C)=O)[CH2:20][CH2:19]3)[CH2:12][CH2:11]2)[CH:5]=[CH:6][CH:7]=1.[ClH:32].C(O)C.